Dataset: Forward reaction prediction with 1.9M reactions from USPTO patents (1976-2016). Task: Predict the product of the given reaction. (1) The product is: [F:1][C:2]1[CH:3]=[CH:4][C:5]([C:8]2[O:9][C:10]3[CH:20]=[C:19]([N:21]([CH3:26])[S:22]([CH3:25])(=[O:24])=[O:23])[C:18]([C:27]4[N:32]=[C:31]([C:33]([NH:46][CH2:45][C:42]5[CH:41]=[CH:40][C:39]([F:38])=[CH:44][N:43]=5)=[O:35])[C:30]([O:36][CH3:37])=[CH:29][CH:28]=4)=[CH:17][C:11]=3[C:12]=2[C:13](=[O:16])[NH:14][CH3:15])=[CH:6][CH:7]=1. Given the reactants [F:1][C:2]1[CH:7]=[CH:6][C:5]([C:8]2[O:9][C:10]3[CH:20]=[C:19]([N:21]([CH3:26])[S:22]([CH3:25])(=[O:24])=[O:23])[C:18]([C:27]4[N:32]=[C:31]([C:33]([OH:35])=O)[C:30]([O:36][CH3:37])=[CH:29][CH:28]=4)=[CH:17][C:11]=3[C:12]=2[C:13](=[O:16])[NH:14][CH3:15])=[CH:4][CH:3]=1.[F:38][C:39]1[CH:40]=[CH:41][C:42]([CH2:45][NH2:46])=[N:43][CH:44]=1.CCN(CC)CC.C(P1(=O)OP(CCC)(=O)OP(CCC)(=O)O1)CC, predict the reaction product. (2) Given the reactants C(OC([N:11]1[CH2:16][CH2:15][CH2:14][CH:13]([C:17](=[O:34])[NH:18][C:19]2[CH:24]=[C:23]([C:25]3[CH:30]=[CH:29][CH:28]=[CH:27][C:26]=3[O:31][CH3:32])[N:22]=[C:21]([CH3:33])[N:20]=2)[CH2:12]1)=O)C1C=CC=CC=1, predict the reaction product. The product is: [CH3:32][O:31][C:26]1[CH:27]=[CH:28][CH:29]=[CH:30][C:25]=1[C:23]1[N:22]=[C:21]([CH3:33])[N:20]=[C:19]([NH:18][C:17]([CH:13]2[CH2:14][CH2:15][CH2:16][NH:11][CH2:12]2)=[O:34])[CH:24]=1. (3) Given the reactants Br[C:2]1[S:10][C:9]2[C:8](=[O:11])[NH:7][C:6]([CH3:17])([CH2:12][C:13]([F:16])([F:15])[F:14])[N:5]([CH3:18])[C:4]=2[CH:3]=1.[CH3:19][C:20]1[C:24](B2OC(C)(C)C(C)(C)O2)=[CH:23][N:22](C(OC(C)(C)C)=O)[N:21]=1.C(=O)([O-])[O-].[Na+].[Na+].COCCOC, predict the reaction product. The product is: [CH3:18][N:5]1[C:4]2[CH:3]=[C:2]([C:24]3[CH:23]=[N:22][NH:21][C:20]=3[CH3:19])[S:10][C:9]=2[C:8](=[O:11])[NH:7][C:6]1([CH3:17])[CH2:12][C:13]([F:16])([F:15])[F:14]. (4) Given the reactants CO[C:3]1C=[CH:29][C:6]([CH2:7][NH:8][CH2:9][CH2:10][NH:11][C:12]([C:14]2[S:15][CH:16]=[CH:17][C:18]=2[NH:19][C:20]2[CH:25]=[CH:24][N:23]=[C:22]3[NH:26][CH:27]=[CH:28][C:21]=23)=[O:13])=[CH:5][CH:4]=1.[N:31]1C=CC=C(C=O)C=1, predict the reaction product. The product is: [N:31]1[CH:3]=[CH:4][CH:5]=[C:6]([CH2:7][NH:8][CH2:9][CH2:10][NH:11][C:12]([C:14]2[S:15][CH:16]=[CH:17][C:18]=2[NH:19][C:20]2[CH:25]=[CH:24][N:23]=[C:22]3[NH:26][CH:27]=[CH:28][C:21]=23)=[O:13])[CH:29]=1. (5) Given the reactants [Cl:1][C:2]1[CH:3]=[C:4]([C:9]23[CH2:14][CH:13]2[CH2:12][NH:11][CH:10]3[CH3:15])[CH:5]=[CH:6][C:7]=1[Cl:8].[CH3:16]CN(C(C)C)C(C)C.CI, predict the reaction product. The product is: [Cl:1][C:2]1[CH:3]=[C:4]([C:9]23[CH2:14][CH:13]2[CH2:12][N:11]([CH3:16])[CH:10]3[CH3:15])[CH:5]=[CH:6][C:7]=1[Cl:8].